This data is from Reaction yield outcomes from USPTO patents with 853,638 reactions. The task is: Predict the reaction yield, written as a fraction of the theoretical maximum amount of product (1.0 means a 100% yield; for example, 0.34 means a 34% yield). The reactants are C([NH:4][C:5]1[CH:10]=[C:9]([O:11][CH3:12])[CH:8]=[CH:7][C:6]=1[C:13]1([CH2:19][CH2:20][CH2:21][CH2:22][C:23]([O:25][CH3:26])=[O:24])[S:18][CH2:17][CH2:16][CH2:15][S:14]1)(=O)C.Cl. The catalyst is CO. The product is [NH2:4][C:5]1[CH:10]=[C:9]([O:11][CH3:12])[CH:8]=[CH:7][C:6]=1[C:13]1([CH2:19][CH2:20][CH2:21][CH2:22][C:23]([O:25][CH3:26])=[O:24])[S:14][CH2:15][CH2:16][CH2:17][S:18]1. The yield is 0.810.